The task is: Predict which catalyst facilitates the given reaction.. This data is from Catalyst prediction with 721,799 reactions and 888 catalyst types from USPTO. (1) The catalyst class is: 7. Product: [Br:1][C:2]1[CH:7]=[C:6]2[C:5]([C:8]([C:18]3[CH:19]=[N:20][CH:21]=[N:22][CH:23]=3)=[N:9][NH:10]2)=[CH:4][CH:3]=1. Reactant: [Br:1][C:2]1[CH:7]=[CH:6][C:5]([C:8]([C:18]2[CH:19]=[N:20][CH:21]=[N:22][CH:23]=2)=[N:9][NH:10]C(OC(C)(C)C)=O)=[C:4](F)[CH:3]=1.CCCCCCC=CCCC. (2) Reactant: [OH:1][C:2]1[C:3]([N+:16]([O-:18])=[O:17])=[C:4]2[C:8](=[CH:9][CH:10]=1)[NH:7][C:6]([C:11]([O:13]CC)=[O:12])=[CH:5]2.[OH-].[K+].[CH2:21](O)C. Product: [CH3:21][O:1][C:2]1[C:3]([N+:16]([O-:18])=[O:17])=[C:4]2[C:8](=[CH:9][CH:10]=1)[NH:7][C:6]([C:11]([OH:13])=[O:12])=[CH:5]2. The catalyst class is: 6. (3) Reactant: [NH2:1][C:2]1[CH:7]=[C:6]([O:8][C:9]2[CH:14]=[CH:13][C:12]([N+:15]([O-:17])=[O:16])=[CH:11][CH:10]=2)[N:5]=[CH:4][N:3]=1.CCN(C(C)C)C(C)C.[CH3:27][O:28][CH2:29][C:30](Cl)=[O:31]. Product: [CH3:27][O:28][CH2:29][C:30]([NH:1][C:2]1[CH:7]=[C:6]([O:8][C:9]2[CH:10]=[CH:11][C:12]([N+:15]([O-:17])=[O:16])=[CH:13][CH:14]=2)[N:5]=[CH:4][N:3]=1)=[O:31]. The catalyst class is: 2. (4) Reactant: C[N:2]1[CH2:7][CH2:6][C:5]2([C:16]3[C:11](=[CH:12][CH:13]=[CH:14][CH:15]=3)[CH2:10][CH2:9][CH2:8]2)[CH2:4][CH2:3]1.[Cl:17]C(OC(Cl)C)=O. Product: [ClH:17].[NH:2]1[CH2:7][CH2:6][C:5]2([C:16]3[C:11](=[CH:12][CH:13]=[CH:14][CH:15]=3)[CH2:10][CH2:9][CH2:8]2)[CH2:4][CH2:3]1. The catalyst class is: 26. (5) Reactant: [CH3:1][C:2]1[CH:7]=[C:6]([OH:8])[N:5]=[C:4]2[NH:9][N:10]=[C:11]([OH:12])[C:3]=12.[F:13][C:14]([F:25])([F:24])[CH:15]1[CH2:20][CH2:19][N:18]([C:21](Cl)=[O:22])[CH2:17][CH2:16]1.C(N(CC)CC)C. Product: [OH:8][C:6]1[N:5]=[C:4]2[NH:9][N:10]=[C:11]([O:12][C:21]([N:18]3[CH2:17][CH2:16][CH:15]([C:14]([F:24])([F:13])[F:25])[CH2:20][CH2:19]3)=[O:22])[C:3]2=[C:2]([CH3:1])[CH:7]=1. The catalyst class is: 17. (6) Reactant: [CH3:1][O:2][C:3]1[CH:4]=[C:5]([NH:11][C:12]2[C:13]3[N:41]=[CH:40][S:39][C:14]=3[N:15]=[C:16]([N:18]3[CH2:23][CH2:22][CH2:21][CH:20]([C:24]([NH:26][C:27]4[CH:36]=[CH:35][C:30]([C:31]([O:33]C)=[O:32])=[C:29]([O:37][CH3:38])[CH:28]=4)=[O:25])[CH2:19]3)[N:17]=2)[CH:6]=[CH:7][C:8]=1[O:9][CH3:10].[OH-].[Na+]. Product: [CH3:1][O:2][C:3]1[CH:4]=[C:5]([NH:11][C:12]2[C:13]3[N:41]=[CH:40][S:39][C:14]=3[N:15]=[C:16]([N:18]3[CH2:23][CH2:22][CH2:21][CH:20]([C:24]([NH:26][C:27]4[CH:36]=[CH:35][C:30]([C:31]([OH:33])=[O:32])=[C:29]([O:37][CH3:38])[CH:28]=4)=[O:25])[CH2:19]3)[N:17]=2)[CH:6]=[CH:7][C:8]=1[O:9][CH3:10]. The catalyst class is: 38. (7) Reactant: [Cl:1][C:2]1[CH:7]=[CH:6][C:5]([CH:8](O)[C:9]2[CH:10]=[CH:11][C:12]3[NH:18][C:17](=[O:19])[CH2:16][N:15]=[C:14]([C:20]4[CH:25]=[CH:24][CH:23]=[CH:22][CH:21]=4)[C:13]=3[CH:26]=2)=[CH:4][CH:3]=1.S(Cl)([Cl:30])=O. Product: [Cl:30][CH:8]([C:5]1[CH:6]=[CH:7][C:2]([Cl:1])=[CH:3][CH:4]=1)[C:9]1[CH:10]=[CH:11][C:12]2[NH:18][C:17](=[O:19])[CH2:16][N:15]=[C:14]([C:20]3[CH:25]=[CH:24][CH:23]=[CH:22][CH:21]=3)[C:13]=2[CH:26]=1. The catalyst class is: 2. (8) The catalyst class is: 4. Reactant: Cl.[NH2:2][CH2:3][C:4]1[CH:9]=[CH:8][C:7]([CH2:10][CH2:11][C:12]([O:14]C)=[O:13])=[CH:6][CH:5]=1.C(N(CC)CC)C.[C:23](O[C:23]([O:25][C:26]([CH3:29])([CH3:28])[CH3:27])=[O:24])([O:25][C:26]([CH3:29])([CH3:28])[CH3:27])=[O:24]. Product: [C:26]([O:25][C:23]([NH:2][CH2:3][C:4]1[CH:5]=[CH:6][C:7]([CH2:10][CH2:11][C:12]([OH:14])=[O:13])=[CH:8][CH:9]=1)=[O:24])([CH3:29])([CH3:28])[CH3:27].